This data is from Catalyst prediction with 721,799 reactions and 888 catalyst types from USPTO. The task is: Predict which catalyst facilitates the given reaction. (1) Reactant: [OH:1][C@H:2]1[CH2:5][C@@H:4]([NH:6][C:7]2[C:12]([C:13]#[N:14])=[CH:11][N:10]=[C:9](S(C)(=O)=O)[N:8]=2)[C:3]1([CH3:20])[CH3:19].[NH2:21][CH2:22][CH2:23][C:24]1[CH:31]=[CH:30][C:27]([C:28]#[N:29])=[C:26]([O:32][C:33]([F:36])([F:35])[F:34])[CH:25]=1.CCN(C(C)C)C(C)C. Product: [C:28]([C:27]1[CH:30]=[CH:31][C:24]([CH2:23][CH2:22][NH:21][C:9]2[N:8]=[C:7]([NH:6][C@@H:4]3[CH2:5][C@H:2]([OH:1])[C:3]3([CH3:20])[CH3:19])[C:12]([C:13]#[N:14])=[CH:11][N:10]=2)=[CH:25][C:26]=1[O:32][C:33]([F:34])([F:35])[F:36])#[N:29]. The catalyst class is: 1. (2) Reactant: [C:1]([SiH2:5][O:6][C:7]([CH3:21])([CH3:20])[C:8]1[N:9]=[CH:10][N:11]([C:13]2[CH:18]=[CH:17][C:16]([F:19])=[CH:15][CH:14]=2)[CH:12]=1)([CH3:4])([CH3:3])[CH3:2].[CH2:22]([Li])CCC.IC. Product: [C:1]([SiH2:5][O:6][C:7]([CH3:21])([CH3:20])[C:8]1[N:9]=[C:10]([CH3:22])[N:11]([C:13]2[CH:14]=[CH:15][C:16]([F:19])=[CH:17][CH:18]=2)[CH:12]=1)([CH3:4])([CH3:2])[CH3:3]. The catalyst class is: 134. (3) Reactant: C(O)(C(F)(F)F)=O.[C:8]([C:10]1[CH:11]=[C:12]([NH:27][C:28]2[N:33]=[C:32]([O:34][C:35]3[C:44]4[C:39](=[CH:40][CH:41]=[CH:42][CH:43]=4)[C:38]([NH:45]C(=O)OC(C)(C)C)=[CH:37][CH:36]=3)[CH:31]=[CH:30][N:29]=2)[CH:13]=[C:14]([C:16](=[O:26])[NH:17][CH2:18][CH2:19][N:20]2[CH2:25][CH2:24][O:23][CH2:22][CH2:21]2)[CH:15]=1)#[CH:9].O.C(=O)([O-])[O-].[K+].[K+]. Product: [NH2:45][C:38]1[C:39]2[C:44](=[CH:43][CH:42]=[CH:41][CH:40]=2)[C:35]([O:34][C:32]2[CH:31]=[CH:30][N:29]=[C:28]([NH:27][C:12]3[CH:13]=[C:14]([CH:15]=[C:10]([C:8]#[CH:9])[CH:11]=3)[C:16]([NH:17][CH2:18][CH2:19][N:20]3[CH2:25][CH2:24][O:23][CH2:22][CH2:21]3)=[O:26])[N:33]=2)=[CH:36][CH:37]=1. The catalyst class is: 2. (4) Reactant: [Br:1][C:2]1[CH:10]=[CH:9][C:5]([C:6](Cl)=[O:7])=[CH:4][CH:3]=1.[C:11]([NH:19][NH2:20])(=[O:18])[C:12]1[CH:17]=[CH:16][CH:15]=[CH:14][CH:13]=1. Product: [C:11]([NH:19][NH:20][C:6](=[O:7])[C:5]1[CH:9]=[CH:10][C:2]([Br:1])=[CH:3][CH:4]=1)(=[O:18])[C:12]1[CH:17]=[CH:16][CH:15]=[CH:14][CH:13]=1. The catalyst class is: 17. (5) Reactant: C(N(CC)CC)C.[C:8]1([N:14]2[CH2:19][CH2:18][NH:17][CH2:16][CH2:15]2)[CH:13]=[CH:12][CH:11]=[CH:10][CH:9]=1.[CH3:20][O:21][C:22]1[CH:23]=[C:24]([C:30]2[O:31][C:32]3[CH:40]=[CH:39][C:38]([CH2:41][C:42](O)=[O:43])=[CH:37][C:33]=3[C:34]=2[S:35][CH3:36])[CH:25]=[CH:26][C:27]=1[O:28][CH3:29]. The catalyst class is: 4. Product: [CH3:20][O:21][C:22]1[CH:23]=[C:24]([C:30]2[O:31][C:32]3[CH:40]=[CH:39][C:38]([CH2:41][C:42]([N:17]4[CH2:18][CH2:19][N:14]([C:8]5[CH:13]=[CH:12][CH:11]=[CH:10][CH:9]=5)[CH2:15][CH2:16]4)=[O:43])=[CH:37][C:33]=3[C:34]=2[S:35][CH3:36])[CH:25]=[CH:26][C:27]=1[O:28][CH3:29]. (6) Reactant: C(N=C=NCCCN(C)C)C.C1C=CC2N(O)N=NC=2C=1.[OH:22][C:23]1[CH:40]=[CH:39][C:26]([NH:27][C:28]2[CH:36]=[C:35]([F:37])[C:34]([F:38])=[CH:33][C:29]=2[C:30]([OH:32])=O)=[CH:25][CH:24]=1.Cl.[CH2:42]([O:49][NH2:50])[C:43]1[CH:48]=[CH:47][CH:46]=[CH:45][CH:44]=1.C(N(CC)CC)C. Product: [OH:22][C:23]1[CH:24]=[CH:25][C:26]([NH:27][C:28]2[CH:36]=[C:35]([F:37])[C:34]([F:38])=[CH:33][C:29]=2[C:30]([NH:50][O:49][CH2:42][C:43]2[CH:48]=[CH:47][CH:46]=[CH:45][CH:44]=2)=[O:32])=[CH:39][CH:40]=1. The catalyst class is: 363. (7) Reactant: [N:1]1([CH2:6][CH2:7][CH2:8][NH2:9])[CH:5]=[CH:4][N:3]=[CH:2]1.[OH:10][C:11]1[CH:12]=[CH:13][CH:14]=[C:15]2[C:20]=1[N:19]=[C:18]([CH:21]=O)[CH:17]=[CH:16]2.C[Si]([N:27]=[N+:28]=[N-:29])(C)C.[N+:30]([CH2:32][C:33]([CH3:36])([CH3:35])[CH3:34])#[C-:31]. Product: [CH3:34][C:33]([CH3:36])([CH3:35])[CH2:32][N:30]1[C:31]([CH:21]([NH:9][CH2:8][CH2:7][CH2:6][N:1]2[CH:5]=[CH:4][N:3]=[CH:2]2)[C:18]2[CH:17]=[CH:16][C:15]3[C:20](=[C:11]([OH:10])[CH:12]=[CH:13][CH:14]=3)[N:19]=2)=[N:29][N:28]=[N:27]1. The catalyst class is: 5. (8) Product: [CH2:1]([N:5]1[C:14](=[O:15])[C:13]2[N:12]([CH2:28][CH:27]=[CH2:26])[CH:11]=[N:10][C:9]=2[N:8]([CH2:16][CH2:17][CH2:18][CH3:19])[C:6]1=[O:7])[CH2:2][CH2:3][CH3:4]. The catalyst class is: 3. Reactant: [CH2:1]([N:5]1[C:14](=[O:15])[C:13]2[NH:12][CH:11]=[N:10][C:9]=2[N:8]([CH2:16][CH2:17][CH2:18][CH3:19])[C:6]1=[O:7])[CH2:2][CH2:3][CH3:4].C([O-])([O-])=O.[K+].[K+].[CH2:26](Br)[CH:27]=[CH2:28]. (9) Reactant: [CH2:1]([C:8]1[CH:9]=[C:10]([C:14](=[O:16])[CH3:15])[CH:11]=[CH:12][CH:13]=1)[C:2]1[CH:7]=[CH:6][CH:5]=[CH:4][CH:3]=1.[H-].[Na+].C[O:20][C:21]([C:23]1[CH:28]=[C:27]([O:29][CH3:30])[CH:26]=[CH:25][N:24]=1)=O. Product: [CH2:1]([C:8]1[CH:9]=[C:10]([C:14](=[O:16])[CH2:15][C:21]([C:23]2[CH:28]=[C:27]([O:29][CH3:30])[CH:26]=[CH:25][N:24]=2)=[O:20])[CH:11]=[CH:12][CH:13]=1)[C:2]1[CH:3]=[CH:4][CH:5]=[CH:6][CH:7]=1. The catalyst class is: 1. (10) Reactant: [C:1]([C:4]1[CH:8]=[C:7]([S:9]([C:12]2[CH:17]=[CH:16][C:15]([C:18]([F:21])([F:20])[F:19])=[CH:14][C:13]=2[F:22])(=[O:11])=[O:10])[S:6][C:5]=1[NH:23][C:24]([C:26]([O:29]C(=O)C)([CH3:28])[CH3:27])=[O:25])(=[O:3])[NH2:2].Cl. Product: [F:22][C:13]1[CH:14]=[C:15]([C:18]([F:21])([F:19])[F:20])[CH:16]=[CH:17][C:12]=1[S:9]([C:7]1[S:6][C:5]([NH:23][C:24](=[O:25])[C:26]([OH:29])([CH3:28])[CH3:27])=[C:4]([C:1]([NH2:2])=[O:3])[CH:8]=1)(=[O:10])=[O:11]. The catalyst class is: 12.